This data is from Reaction yield outcomes from USPTO patents with 853,638 reactions. The task is: Predict the reaction yield, written as a fraction of the theoretical maximum amount of product (1.0 means a 100% yield; for example, 0.34 means a 34% yield). (1) The reactants are [F:1][CH:2]([F:31])[CH2:3][CH:4]1[CH2:13][C:12]2[C:7](=[CH:8][CH:9]=[CH:10][CH:11]=2)[N:6]([C:14]2[C:18]3[CH2:19][N:20]([C:23](=[O:25])[CH3:24])[CH2:21][CH2:22][C:17]=3[N:16]([C@H:26]3[CH2:30][CH2:29][O:28][CH2:27]3)[N:15]=2)[CH2:5]1.[Br:32]N1C(=O)CCC1=O. The catalyst is C(Cl)Cl. The product is [Br:32][C:10]1[CH:11]=[C:12]2[C:7](=[CH:8][CH:9]=1)[N:6]([C:14]1[C:18]3[CH2:19][N:20]([C:23](=[O:25])[CH3:24])[CH2:21][CH2:22][C:17]=3[N:16]([C@H:26]3[CH2:30][CH2:29][O:28][CH2:27]3)[N:15]=1)[CH2:5][CH:4]([CH2:3][CH:2]([F:1])[F:31])[CH2:13]2. The yield is 0.760. (2) The reactants are [Br:1][C:2]1[CH:9]=[CH:8][C:5]([CH2:6]Br)=[CH:4][CH:3]=1.C(N(CC)CC)C.[NH:17]1[CH2:22][CH2:21][S:20](=[O:24])(=[O:23])[CH2:19][CH2:18]1. The catalyst is C1COCC1. The product is [Br:1][C:2]1[CH:9]=[CH:8][C:5]([CH2:6][N:17]2[CH2:22][CH2:21][S:20](=[O:24])(=[O:23])[CH2:19][CH2:18]2)=[CH:4][CH:3]=1. The yield is 0.740. (3) The reactants are [Cl:1][C:2]1[CH:7]=[CH:6][C:5]([C:8]2[O:12][C:11]([CH3:13])=[C:10]([C:14]([OH:16])=[O:15])[CH:9]=2)=[CH:4][CH:3]=1.C(=O)([O-])[O-].[K+].[K+].[CH2:23](I)[CH3:24].O. The catalyst is CN(C)C=O. The product is [Cl:1][C:2]1[CH:3]=[CH:4][C:5]([C:8]2[O:12][C:11]([CH3:13])=[C:10]([C:14]([O:16][CH2:23][CH3:24])=[O:15])[CH:9]=2)=[CH:6][CH:7]=1. The yield is 0.950. (4) The yield is 0.770. The reactants are [C:1]([C:5]1[CH:24]=[C:23]([Cl:25])[CH:22]=[CH:21][C:6]=1[O:7][CH2:8][CH:9]1[CH2:12][N:11]([C:13](=[O:20])[CH2:14][C:15]([O:17]CC)=[O:16])[CH2:10]1)([CH3:4])([CH3:3])[CH3:2].[OH-].[Li+].Cl. The product is [C:1]([C:5]1[CH:24]=[C:23]([Cl:25])[CH:22]=[CH:21][C:6]=1[O:7][CH2:8][CH:9]1[CH2:10][N:11]([C:13](=[O:20])[CH2:14][C:15]([OH:17])=[O:16])[CH2:12]1)([CH3:4])([CH3:2])[CH3:3]. The catalyst is C1COCC1.